From a dataset of Reaction yield outcomes from USPTO patents with 853,638 reactions. Predict the reaction yield, written as a fraction of the theoretical maximum amount of product (1.0 means a 100% yield; for example, 0.34 means a 34% yield). (1) The reactants are [CH3:1][O:2][C:3]1[CH:10]=[CH:9][C:6]([CH:7]=O)=[CH:5][CH:4]=1.[CH3:11][C:12]([CH3:14])=[O:13].[OH-].[Na+].O. The catalyst is C(O)C. The product is [CH3:1][O:2][C:3]1[CH:10]=[CH:9][C:6]([CH:7]=[CH:11][C:12](=[O:13])[CH3:14])=[CH:5][CH:4]=1. The yield is 0.620. (2) The reactants are [CH3:1]C(C)([O-])C.[K+].[F:7][C:8]1[C:9]([NH:22][C:23]2[CH:28]=[CH:27][C:26]([I:29])=[CH:25][C:24]=2[F:30])=[C:10]([C:15]([N:17]2[CH2:20][C:19](=O)[CH2:18]2)=[O:16])[CH:11]=[CH:12][C:13]=1[F:14].C(OCC)(=O)C. The catalyst is [Br-].C[P+](C1C=CC=CC=1)(C1C=CC=CC=1)C1C=CC=CC=1.O1CCCC1. The product is [F:7][C:8]1[C:13]([F:14])=[CH:12][CH:11]=[C:10]([C:15]([N:17]2[CH2:20][C:19](=[CH2:1])[CH2:18]2)=[O:16])[C:9]=1[NH:22][C:23]1[CH:28]=[CH:27][C:26]([I:29])=[CH:25][C:24]=1[F:30]. The yield is 0.210. (3) The reactants are N[C:2]1[C:10]2[C:5](=[CH:6][CH:7]=[CH:8][CH:9]=2)[NH:4][N:3]=1.CC[N:13](C(C)C)C(C)C.[CH3:20][C:21]([O:24][C:25]([O:27]C(OC(C)(C)C)=O)=O)([CH3:23])[CH3:22]. The catalyst is CN(C=O)C.O. The product is [NH:4]1[C:5]2[C:10](=[CH:9][C:8]([NH:13][C:25](=[O:27])[O:24][C:21]([CH3:23])([CH3:22])[CH3:20])=[CH:7][CH:6]=2)[CH:2]=[N:3]1. The yield is 0.940.